From a dataset of Forward reaction prediction with 1.9M reactions from USPTO patents (1976-2016). Predict the product of the given reaction. (1) The product is: [C:1]1([O:7][N:8]=[CH:29][C:27]2[N:28]=[C:24]([CH:21]3[CH2:20][CH2:19][N:18]([C:16](=[O:17])[CH2:15][N:14]4[C:10]([CH3:9])=[CH:11][C:12]([C:31]([F:32])([F:34])[F:33])=[N:13]4)[CH2:23][CH2:22]3)[S:25][CH:26]=2)[CH:6]=[CH:5][CH:4]=[CH:3][CH:2]=1. Given the reactants [C:1]1([O:7][NH2:8])[CH:6]=[CH:5][CH:4]=[CH:3][CH:2]=1.[CH3:9][C:10]1[N:14]([CH2:15][C:16]([N:18]2[CH2:23][CH2:22][CH:21]([C:24]3[S:25][CH:26]=[C:27]([CH:29]=O)[N:28]=3)[CH2:20][CH2:19]2)=[O:17])[N:13]=[C:12]([C:31]([F:34])([F:33])[F:32])[CH:11]=1, predict the reaction product. (2) Given the reactants Br[CH2:2][CH2:3][CH2:4][N:5]1[C:9]2[CH:10]=[CH:11][CH:12]=[CH:13][C:8]=2[N:7]([C:14]2[CH:19]=[CH:18][C:17]([F:20])=[C:16]([F:21])[C:15]=2[F:22])[S:6]1(=[O:24])=[O:23].C(O)C.[CH3:28][NH2:29], predict the reaction product. The product is: [O:23]=[S:6]1(=[O:24])[N:5]([CH2:4][CH2:3][CH2:2][NH:29][CH3:28])[C:9]2[CH:10]=[CH:11][CH:12]=[CH:13][C:8]=2[N:7]1[C:14]1[CH:19]=[CH:18][C:17]([F:20])=[C:16]([F:21])[C:15]=1[F:22]. (3) Given the reactants Br[C:2]1[CH:9]=[C:8]([F:10])[C:7]([CH2:11][O:12][CH3:13])=[CH:6][C:3]=1[C:4]#[N:5].[CH:41]1(P([CH:37]2[CH2:42][CH2:41][CH2:40]CC2)C2C=CC=CC=2C2C(OC)=CC=CC=2OC)[CH2:40]CC[CH2:37][CH2:42]1.[Br-].C1([Zn+])CCC1, predict the reaction product. The product is: [CH:40]1([C:2]2[CH:9]=[C:8]([F:10])[C:7]([CH2:11][O:12][CH3:13])=[CH:6][C:3]=2[C:4]#[N:5])[CH2:41][CH2:42][CH2:37]1. (4) The product is: [O:13]1[C:17]([C:18]2[CH:19]=[CH:20][C:21]([NH:24][N:25]=[CH:7][C:6]3[CH:9]=[CH:10][CH:11]=[CH:12][C:5]=3[CH2:4][N:2]([CH3:3])[CH3:1])=[CH:22][CH:23]=2)=[CH:16][N:15]=[CH:14]1. Given the reactants [CH3:1][N:2]([CH2:4][C:5]1[CH:12]=[CH:11][CH:10]=[CH:9][C:6]=1[CH:7]=O)[CH3:3].[O:13]1[C:17]([C:18]2[CH:23]=[CH:22][C:21]([NH:24][NH2:25])=[CH:20][CH:19]=2)=[CH:16][N:15]=[CH:14]1, predict the reaction product.